Dataset: Full USPTO retrosynthesis dataset with 1.9M reactions from patents (1976-2016). Task: Predict the reactants needed to synthesize the given product. Given the product [Cl:1][C:2]1[CH:3]=[C:4]([CH:19]=[CH:20][C:21]=1[Cl:22])[CH2:5][N:6]([CH3:18])[C:7]([C:8]1[CH2:23][N:25]([CH:26]([CH2:27][OH:28])[CH2:29][C:30]2[C:38]3[C:33](=[CH:34][CH:35]=[CH:36][CH:37]=3)[NH:32][CH:31]=2)[C:13](=[O:14])[C:9]=1[OH:10])=[O:17], predict the reactants needed to synthesize it. The reactants are: [Cl:1][C:2]1[CH:3]=[C:4]([CH:19]=[CH:20][C:21]=1[Cl:22])[CH2:5][N:6]([CH3:18])[C:7](=[O:17])[CH:8]=[C:9]1[C:13](=[O:14])OC(C)(C)[O:10]1.[CH2:23]=O.[NH2:25][CH:26]([CH2:29][C:30]1[C:38]2[C:33](=[CH:34][CH:35]=[CH:36][CH:37]=2)[NH:32][CH:31]=1)[CH2:27][OH:28].